From a dataset of Reaction yield outcomes from USPTO patents with 853,638 reactions. Predict the reaction yield, written as a fraction of the theoretical maximum amount of product (1.0 means a 100% yield; for example, 0.34 means a 34% yield). (1) The reactants are Cl[C:2]1[N:7]=[C:6]([NH:8][C:9]2[CH:10]=[C:11]3[C:15](=[CH:16][CH:17]=2)[N:14]([C:18]([O:20][C:21]([CH3:24])([CH3:23])[CH3:22])=[O:19])[N:13]=[CH:12]3)[CH:5]=[CH:4][N:3]=1.[CH:25]([NH:28][C:29](=[O:47])[CH2:30][O:31][C:32]1[CH:37]=[CH:36][CH:35]=[C:34](B2OC(C)(C)C(C)(C)O2)[CH:33]=1)([CH3:27])[CH3:26].C(Cl)Cl.C([O-])([O-])=O.[K+].[K+]. The catalyst is O1CCOCC1.O.C1C=CC(P(C2C=CC=CC=2)[C-]2C=CC=C2)=CC=1.C1C=CC(P(C2C=CC=CC=2)[C-]2C=CC=C2)=CC=1.Cl[Pd]Cl.[Fe+2]. The product is [CH:25]([NH:28][C:29](=[O:47])[CH2:30][O:31][C:32]1[CH:37]=[C:36]([C:2]2[N:7]=[C:6]([NH:8][C:9]3[CH:10]=[C:11]4[C:15](=[CH:16][CH:17]=3)[N:14]([C:18]([O:20][C:21]([CH3:24])([CH3:23])[CH3:22])=[O:19])[N:13]=[CH:12]4)[CH:5]=[CH:4][N:3]=2)[CH:35]=[CH:34][CH:33]=1)([CH3:27])[CH3:26]. The yield is 0.350. (2) The reactants are [F:1][C:2]1[CH:10]=[N:9][CH:8]=[C:7]([F:11])[C:3]=1[C:4]([OH:6])=O.ClC1N=C(OC)N=C(OC)N=1.CN1CCOCC1.FC1C=CC=CC=1C([NH:39][C:40]1[CH:45]=[CH:44][C:43]([C:46]2[C:47]([CH3:55])=[CH:48][C:49]3[S:53][CH:52]=[N:51][C:50]=3[CH:54]=2)=[CH:42][N:41]=1)=O.C([O-])(O)=O.[Na+].CC(=O)OCC. The catalyst is C(Cl)Cl. The product is [F:11][C:7]1[CH:8]=[N:9][CH:10]=[C:2]([F:1])[C:3]=1[C:4]([NH:39][C:40]1[CH:45]=[CH:44][C:43]([C:46]2[C:47]([CH3:55])=[CH:48][C:49]3[S:53][CH:52]=[N:51][C:50]=3[CH:54]=2)=[CH:42][N:41]=1)=[O:6]. The yield is 0.233. (3) The yield is 0.520. The product is [NH2:6][C:9]1[C:10]([NH2:17])=[C:11]([O:15][CH3:16])[CH:12]=[CH:13][CH:14]=1. The reactants are O.O.[Sn](Cl)Cl.[N+:6]([C:9]1[C:10]([N+:17]([O-])=O)=[C:11]([O:15][CH3:16])[CH:12]=[CH:13][CH:14]=1)([O-])=O.[OH-].[Na+]. The catalyst is CCOC(C)=O. (4) The reactants are [N:1]([O-])=O.[Na+].[CH3:5][C:6]1[C:10]([CH2:11][N:12]2[CH:16]=[C:15]([C:17]([NH:19][NH2:20])=[O:18])[CH:14]=[N:13]2)=[C:9]([CH3:21])[O:8][N:7]=1. The catalyst is C(O)(=O)C. The product is [CH3:5][C:6]1[C:10]([CH2:11][N:12]2[CH:16]=[C:15]([C:17]([N:19]=[N+:20]=[N-:1])=[O:18])[CH:14]=[N:13]2)=[C:9]([CH3:21])[O:8][N:7]=1. The yield is 0.930. (5) The reactants are [NH2:1][C:2]1[N:10]=[C:9]([NH2:11])[CH:8]=[CH:7][C:3]=1[C:4]([OH:6])=O.C(N(CC)CC)C.F[P-](F)(F)(F)(F)F.N1(O[P+](N(C)C)(N(C)C)N(C)C)C2C=CC=CC=2N=N1.[F:46][C:47]1[CH:60]=[CH:59][C:50]([O:51][C:52]2[O:56][C:55]([CH2:57][NH2:58])=[CH:54][CH:53]=2)=[CH:49][CH:48]=1. The catalyst is CN(C)C=O.[Cl-].[Na+].O. The product is [NH2:1][C:2]1[N:10]=[C:9]([NH2:11])[CH:8]=[CH:7][C:3]=1[C:4]([NH:58][CH2:57][C:55]1[O:56][C:52]([O:51][C:50]2[CH:59]=[CH:60][C:47]([F:46])=[CH:48][CH:49]=2)=[CH:53][CH:54]=1)=[O:6]. The yield is 0.360. (6) The reactants are [H-].[Na+].[CH:3]1[C:13]2[C:12]3[CH:14]=[CH:15][CH:16]=[CH:17][C:11]=3[CH2:10][C:9](=[O:18])[NH:8][C:7]=2[CH:6]=[CH:5][CH:4]=1.[CH3:19]I. The catalyst is CN(C=O)C.C(Cl)Cl.O. The product is [CH3:19][CH:10]1[C:9](=[O:18])[NH:8][C:7]2[CH:6]=[CH:5][CH:4]=[CH:3][C:13]=2[C:12]2[CH:14]=[CH:15][CH:16]=[CH:17][C:11]1=2. The yield is 0.630. (7) The reactants are [O:1]1[CH2:6][CH2:5][CH2:4][CH2:3][CH:2]1[O:7][CH2:8][CH2:9][O:10][C:11]1[C:16]2[CH:17]=[CH:18][O:19][C:15]=2[C:14]([CH2:20][C:21]([OH:23])=O)=[CH:13][CH:12]=1.[OH-].[NH4+:25]. The catalyst is O1CCCC1. The product is [O:1]1[CH2:6][CH2:5][CH2:4][CH2:3][CH:2]1[O:7][CH2:8][CH2:9][O:10][C:11]1[C:16]2[CH:17]=[CH:18][O:19][C:15]=2[C:14]([CH2:20][C:21]([NH2:25])=[O:23])=[CH:13][CH:12]=1. The yield is 0.800. (8) The reactants are [CH3:1][C:2]([S:24][S:25][CH3:26])([CH3:23])[CH2:3][CH2:4][CH2:5][O:6][C:7]1[CH:12]=[C:11]([C:13](OCC)=[O:14])[N:10]=[C:9]([C:18](OCC)=[O:19])[CH:8]=1.[Cl-].[Ca+2].[Cl-].[BH4-].[Na+]. The catalyst is C(O)C. The product is [CH3:23][C:2]([S:24][S:25][CH3:26])([CH3:1])[CH2:3][CH2:4][CH2:5][O:6][C:7]1[CH:8]=[C:9]([CH2:18][OH:19])[N:10]=[C:11]([CH2:13][OH:14])[CH:12]=1. The yield is 0.350.